Dataset: Forward reaction prediction with 1.9M reactions from USPTO patents (1976-2016). Task: Predict the product of the given reaction. Given the reactants [OH:1][C:2]12[CH2:11][CH:6]3[CH2:7][CH:8]([CH2:10][CH:4]([C:5]3=[O:12])[CH2:3]1)[CH2:9]2.CN(C1C=CC=CN=1)C.[C:22](OC(=O)C)(=[O:24])[CH3:23], predict the reaction product. The product is: [O:12]=[C:5]1[CH:6]2[CH2:7][CH:8]3[CH2:9][C:2]([O:1][C:22](=[O:24])[CH3:23])([CH2:3][CH:4]1[CH2:10]3)[CH2:11]2.